Predict the product of the given reaction. From a dataset of Forward reaction prediction with 1.9M reactions from USPTO patents (1976-2016). Given the reactants [C:1]1([CH2:7][C:8](Cl)=[O:9])[CH:6]=[CH:5][CH:4]=[CH:3][CH:2]=1.[Cl:11][C:12]1[CH:17]=[CH:16][C:15]([NH:18][CH2:19][C:20]([C:22]2[CH:27]=[CH:26][CH:25]=[CH:24][CH:23]=2)=[O:21])=[CH:14][CH:13]=1, predict the reaction product. The product is: [Cl:11][C:12]1[CH:13]=[CH:14][C:15]([N:18]([CH2:19][C:20](=[O:21])[C:22]2[CH:23]=[CH:24][CH:25]=[CH:26][CH:27]=2)[C:8](=[O:9])[CH2:7][C:1]2[CH:6]=[CH:5][CH:4]=[CH:3][CH:2]=2)=[CH:16][CH:17]=1.